Dataset: Forward reaction prediction with 1.9M reactions from USPTO patents (1976-2016). Task: Predict the product of the given reaction. (1) The product is: [NH2:7][CH2:8][C@@H:9]([NH:17][C:18]([C:20]1[C:32]2[CH2:31][CH2:30][C:29]3[CH:28]=[N:27][CH:26]=[CH:25][C:24]=3[C:23]=2[N:22]([CH2:33][C:34]([F:37])([F:36])[F:35])[CH:21]=1)=[O:19])[CH2:10][C:11]1[CH:16]=[CH:15][CH:14]=[CH:13][CH:12]=1. Given the reactants C(OC(=O)[NH:7][CH2:8][C@@H:9]([NH:17][C:18]([C:20]1[C:32]2[CH2:31][CH2:30][C:29]3[CH:28]=[N:27][CH:26]=[CH:25][C:24]=3[C:23]=2[N:22]([CH2:33][C:34]([F:37])([F:36])[F:35])[CH:21]=1)=[O:19])[CH2:10][C:11]1[CH:16]=[CH:15][CH:14]=[CH:13][CH:12]=1)(C)(C)C.Cl.C(OCC)C, predict the reaction product. (2) Given the reactants [OH:1][CH:2]([CH2:18][N:19]1[C:32]2[CH:31]=[C:30]([C:33]([F:36])([F:35])[F:34])[CH:29]=[CH:28][C:27]=2[S:26][C:25]2[C:20]1=[CH:21][CH:22]=[CH:23][CH:24]=2)[CH2:3][N:4]1[CH2:17][C:6]2([CH2:9][N:8](C(OC(C)(C)C)=O)[CH2:7]2)[CH2:5]1.Cl, predict the reaction product. The product is: [CH2:5]1[C:6]2([CH2:7][NH:8][CH2:9]2)[CH2:17][N:4]1[CH2:3][CH:2]([OH:1])[CH2:18][N:19]1[C:32]2[CH:31]=[C:30]([C:33]([F:35])([F:34])[F:36])[CH:29]=[CH:28][C:27]=2[S:26][C:25]2[C:20]1=[CH:21][CH:22]=[CH:23][CH:24]=2. (3) The product is: [OH:2][CH2:3][CH2:4][O:5][C:6]1[CH:11]=[CH:10][N:9]2[C:12]([CH2:15][C:16]3[CH:32]=[CH:31][C:19]4[N:20]=[C:21]([NH:23][C@@H:24]5[CH2:29][CH2:28][CH2:27][CH2:26][C@H:25]5[OH:30])[S:22][C:18]=4[CH:17]=3)=[CH:13][N:14]=[C:8]2[CH:7]=1. Given the reactants C[O:2][CH2:3][CH2:4][O:5][C:6]1[CH:11]=[CH:10][N:9]2[C:12]([CH2:15][C:16]3[CH:32]=[CH:31][C:19]4[N:20]=[C:21]([NH:23][C@@H:24]5[CH2:29][CH2:28][CH2:27][CH2:26][C@H:25]5[OH:30])[S:22][C:18]=4[CH:17]=3)=[CH:13][N:14]=[C:8]2[CH:7]=1.B(Br)(Br)Br, predict the reaction product. (4) Given the reactants [CH:1]1[C:13]2[NH:12][C:11]3[C:6](=[CH:7][CH:8]=[CH:9][CH:10]=3)[C:5]=2[CH:4]=[CH:3][CH:2]=1.[H-].[Na+].[CH2:16](Br)[C:17]1[CH:22]=[CH:21][CH:20]=[CH:19][CH:18]=1, predict the reaction product. The product is: [CH2:16]([N:12]1[C:11]2[CH:10]=[CH:9][CH:8]=[CH:7][C:6]=2[C:5]2[C:13]1=[CH:1][CH:2]=[CH:3][CH:4]=2)[C:17]1[CH:22]=[CH:21][CH:20]=[CH:19][CH:18]=1. (5) Given the reactants [C:1]([C:4]1[CH:16]=[CH:15][C:14]2[C:13]3[C:8](=[CH:9][CH:10]=[CH:11][CH:12]=3)[CH2:7][C:6]=2[CH:5]=1)([OH:3])=[O:2].C[C:18](C)([O-:20])C.[K+].C(OCC)=O, predict the reaction product. The product is: [C:1]([C:4]1[CH:16]=[CH:15][C:14]2[C:13]3[C:8](=[CH:9][CH:10]=[CH:11][CH:12]=3)[CH:7]([CH:18]=[O:20])[C:6]=2[CH:5]=1)([OH:3])=[O:2]. (6) The product is: [Cl:13][C:14]1[CH:15]=[C:16]([C:20]#[C:21][C:22]2[CH:26]3[CH2:27][CH2:28][N:29]([C:7]([Cl:10])=[O:6])[CH:25]3[O:24][N:23]=2)[CH:17]=[CH:18][CH:19]=1. Given the reactants ClC(Cl)(OC(=O)[O:6][C:7]([Cl:10])(Cl)Cl)Cl.[Cl:13][C:14]1[CH:15]=[C:16]([C:20]#[C:21][C:22]2[NH:23][O:24][CH:25]3[NH:29][CH2:28][CH2:27][C:26]=23)[CH:17]=[CH:18][CH:19]=1, predict the reaction product. (7) Given the reactants II.Br[C:4]1[CH:12]=[CH:11][C:7]2[CH:8]=[CH:9][S:10][C:6]=2[CH:5]=1.CN([CH:16]=[O:17])C, predict the reaction product. The product is: [S:10]1[C:6]2[CH:5]=[C:4]([CH:16]=[O:17])[CH:12]=[CH:11][C:7]=2[CH:8]=[CH:9]1.